Dataset: Reaction yield outcomes from USPTO patents with 853,638 reactions. Task: Predict the reaction yield, written as a fraction of the theoretical maximum amount of product (1.0 means a 100% yield; for example, 0.34 means a 34% yield). (1) The reactants are C([O:3][C:4](=[O:37])[C:5]([O:8][C:9]1[CH:14]=[CH:13][C:12]([CH2:15][CH2:16][CH2:17][CH:18]2[N:22]([CH2:23][CH3:24])[C:21](=[O:25])[N:20]([C:26]3[CH:35]=[CH:34][C:33]4[C:28](=[CH:29][CH:30]=[CH:31][CH:32]=4)[CH:27]=3)[N:19]2C)=[CH:11][CH:10]=1)([CH3:7])[CH3:6])C.[OH-].[Na+].[CH2:40](O)C. No catalyst specified. The product is [CH2:23]([N:22]1[C:21](=[O:25])[N:20]([CH2:26][C:35]2[CH:40]=[CH:27][C:28]3[C:33](=[CH:32][CH:31]=[CH:30][CH:29]=3)[CH:34]=2)[N:19]=[C:18]1[CH2:17][CH2:16][CH2:15][C:12]1[CH:13]=[CH:14][C:9]([O:8][C:5]([CH3:7])([CH3:6])[C:4]([OH:3])=[O:37])=[CH:10][CH:11]=1)[CH3:24]. The yield is 0.830. (2) The reactants are [F:1][C:2]1[CH2:11][CH2:10][C:9]2[CH2:8][CH2:7][N:6]3[C:12]([C@@H:15]([NH2:17])[CH3:16])=[N:13][CH:14]=[C:4]([C:5]=23)[CH:3]=1.[NH2:18][C:19]1[C:24]([C:25]#[N:26])=[C:23](Cl)[N:22]=[CH:21][N:20]=1.CCN(C(C)C)C(C)C. The catalyst is C(O)(C)C. The product is [NH2:18][C:19]1[C:24]([C:25]#[N:26])=[C:23]([NH:17][C@H:15]([C:12]2[N:6]3[CH2:7][CH2:8][C:9]4[CH2:10][CH2:11][C:2]([F:1])=[CH:3][C:4]([C:5]=43)=[CH:14][N:13]=2)[CH3:16])[N:22]=[CH:21][N:20]=1. The yield is 0.410. (3) The reactants are [CH:1]([C:3]1[CH:8]=[CH:7][C:6]([C:9]2[CH:10]=[C:11]([CH2:14][N:15]([CH3:24])[C:16](=[O:23])[C:17]3[CH:22]=[CH:21][CH:20]=[CH:19][CH:18]=3)[S:12][CH:13]=2)=[CH:5][CH:4]=1)=O.[S:25]1[CH2:29][C:28](=[O:30])[NH:27][C:26]1=[O:31].C([O-])(=O)C.[NH2+]1CCCCC1. The catalyst is C1(C)C=CC=CC=1. The product is [O:31]=[C:26]1[NH:27][C:28](=[O:30])[C:29](=[CH:1][C:3]2[CH:8]=[CH:7][C:6]([C:9]3[CH:10]=[C:11]([CH2:14][N:15]([CH3:24])[C:16](=[O:23])[C:17]4[CH:18]=[CH:19][CH:20]=[CH:21][CH:22]=4)[S:12][CH:13]=3)=[CH:5][CH:4]=2)[S:25]1. The yield is 0.780.